From a dataset of Forward reaction prediction with 1.9M reactions from USPTO patents (1976-2016). Predict the product of the given reaction. (1) Given the reactants [CH3:1][C:2]([CH3:16])=[CH:3][CH2:4][CH2:5]/[C:6](/[CH3:15])=[CH:7]/[CH2:8][CH2:9]/[C:10](/[CH3:14])=[CH:11]/[CH:12]=[O:13].O, predict the reaction product. The product is: [CH3:16][CH:2]([CH2:3][CH2:4][CH2:5]/[C:6](/[CH3:15])=[CH:7]/[CH2:8][CH2:9]/[C:10](/[CH3:14])=[CH:11]/[CH:12]=[O:13])[CH3:1]. (2) The product is: [CH2:26]([N:13]1[C:12]2[CH:17]=[C:8]([CH2:7][C:6]3[CH:18]=[C:2]([Br:1])[CH:3]=[CH:4][C:5]=3[Cl:19])[CH:9]=[CH:10][C:11]=2[O:16][CH2:15][CH2:14]1)[C:27]1[CH:32]=[CH:31][CH:30]=[CH:29][CH:28]=1. Given the reactants [Br:1][C:2]1[CH:3]=[CH:4][C:5]([Cl:19])=[C:6]([CH:18]=1)[CH2:7][C:8]1[CH:9]=[CH:10][C:11]2[O:16][CH2:15][CH2:14][NH:13][C:12]=2[CH:17]=1.C(=O)([O-])[O-].[K+].[K+].[CH2:26](Br)[C:27]1[CH:32]=[CH:31][CH:30]=[CH:29][CH:28]=1, predict the reaction product. (3) The product is: [Cl:1][C:2]1[N:7]=[C:6]([NH:21][C:22]2[CH:27]=[CH:26][CH:25]=[CH:24][C:23]=2[NH:28][S:29]([CH3:32])(=[O:31])=[O:30])[C:5]([N+:9]([O-:11])=[O:10])=[CH:4][N:3]=1. Given the reactants [Cl:1][C:2]1[N:7]=[C:6](Cl)[C:5]([N+:9]([O-:11])=[O:10])=[CH:4][N:3]=1.CCN(C(C)C)C(C)C.[NH2:21][C:22]1[CH:27]=[CH:26][CH:25]=[CH:24][C:23]=1[NH:28][S:29]([CH3:32])(=[O:31])=[O:30].O, predict the reaction product. (4) Given the reactants [CH3:1][N:2]([C@@:10]1([CH3:24])[CH2:14][C:13](=O)[N:12]([C@@H:16]([C:18]2[CH:23]=[CH:22][CH:21]=[CH:20][CH:19]=2)[CH3:17])[CH2:11]1)[C:3](=[O:9])[O:4][C:5]([CH3:8])([CH3:7])[CH3:6].C(O)C.C(N(CC)CC)C.O, predict the reaction product. The product is: [CH3:1][N:2]([C@@:10]1([CH3:24])[CH2:14][CH2:13][N:12]([C@@H:16]([C:18]2[CH:19]=[CH:20][CH:21]=[CH:22][CH:23]=2)[CH3:17])[CH2:11]1)[C:3](=[O:9])[O:4][C:5]([CH3:6])([CH3:7])[CH3:8]. (5) Given the reactants [CH2:1]([O:8][C:9]1[C:14]([CH3:15])=[CH:13][C:12]([C:16]2[NH:25][C:24](=[O:26])[C:23]3[C:18](=[CH:19][C:20](F)=[CH:21][C:22]=3[O:27][CH2:28][CH2:29][O:30][CH3:31])[N:17]=2)=[CH:11][C:10]=1[CH3:33])[C:2]1[CH:7]=[CH:6][CH:5]=[CH:4][CH:3]=1.[CH3:34][O-:35].[Na+].CO.O, predict the reaction product. The product is: [CH2:1]([O:8][C:9]1[C:14]([CH3:15])=[CH:13][C:12]([C:16]2[NH:25][C:24](=[O:26])[C:23]3[C:18](=[CH:19][C:20]([O:35][CH3:34])=[CH:21][C:22]=3[O:27][CH2:28][CH2:29][O:30][CH3:31])[N:17]=2)=[CH:11][C:10]=1[CH3:33])[C:2]1[CH:7]=[CH:6][CH:5]=[CH:4][CH:3]=1. (6) Given the reactants Cl.[NH2:2][CH2:3][C:4]1[CH:9]=[CH:8][C:7]([O:10][S:11]([C:14]([F:17])([F:16])[F:15])(=[O:13])=[O:12])=[C:6]([O:18][CH3:19])[CH:5]=1.C(N(CC)CC)C.[C:27](O[C:27]([O:29][C:30]([CH3:33])([CH3:32])[CH3:31])=[O:28])([O:29][C:30]([CH3:33])([CH3:32])[CH3:31])=[O:28], predict the reaction product. The product is: [C:30]([O:29][C:27]([NH:2][CH2:3][C:4]1[CH:9]=[CH:8][C:7]([O:10][S:11]([C:14]([F:15])([F:16])[F:17])(=[O:13])=[O:12])=[C:6]([O:18][CH3:19])[CH:5]=1)=[O:28])([CH3:33])([CH3:32])[CH3:31]. (7) Given the reactants Br[C:2]1[CH:7]=[CH:6][C:5]([N:8]2[C:12](=[O:13])[NH:11][N:10]=[C:9]2[CH2:14][C@@H:15]2[CH2:19][CH2:18][N:17]([C:20]([O:22][C:23]([CH3:26])([CH3:25])[CH3:24])=[O:21])[CH2:16]2)=[C:4]([F:27])[CH:3]=1.CC1(C)C(C)(C)OB([C:36]2[CH:45]=[C:44]3[C:39]([CH:40]=[CH:41][CH:42]=[N:43]3)=[CH:38][CH:37]=2)O1.C(=O)([O-])[O-].[K+].[K+], predict the reaction product. The product is: [F:27][C:4]1[CH:3]=[C:2]([C:36]2[CH:45]=[C:44]3[C:39]([CH:40]=[CH:41][CH:42]=[N:43]3)=[CH:38][CH:37]=2)[CH:7]=[CH:6][C:5]=1[N:8]1[C:12](=[O:13])[NH:11][N:10]=[C:9]1[CH2:14][C@@H:15]1[CH2:19][CH2:18][N:17]([C:20]([O:22][C:23]([CH3:26])([CH3:25])[CH3:24])=[O:21])[CH2:16]1. (8) Given the reactants [F:1][C:2]([F:12])([F:11])[C:3]1[CH:4]=[C:5]([CH:8]=[CH:9][CH:10]=1)[CH2:6]Br.[OH:13][C:14]1[CH:18]=[C:17]([N:19]2[C:27]3[CH:26]=[CH:25][N:24]=[CH:23][C:22]=3[N:21]=[CH:20]2)[S:16][C:15]=1[C:28]([O:30][CH3:31])=[O:29].C(=O)([O-])[O-].[K+].[K+], predict the reaction product. The product is: [N:19]1([C:17]2[S:16][C:15]([C:28]([O:30][CH3:31])=[O:29])=[C:14]([O:13][CH2:6][C:5]3[CH:8]=[CH:9][CH:10]=[C:3]([C:2]([F:12])([F:11])[F:1])[CH:4]=3)[CH:18]=2)[C:27]2[CH:26]=[CH:25][N:24]=[CH:23][C:22]=2[N:21]=[CH:20]1.